From a dataset of Forward reaction prediction with 1.9M reactions from USPTO patents (1976-2016). Predict the product of the given reaction. Given the reactants [C:1]([C:3]1[CH:22]=[CH:21][C:6]([C:7](Cl)([C:14]2[CH:19]=[CH:18][CH:17]=[CH:16][CH:15]=2)[C:8]2[CH:13]=[CH:12][CH:11]=[CH:10][CH:9]=2)=[CH:5][CH:4]=1)#[N:2].[NH2:23][CH2:24][C@H:25]1[O:29][C@@H:28]([N:30]2[CH:37]=[CH:36][C:34](=[O:35])[NH:33][C:31]2=[O:32])[CH2:27][C@@H:26]1[OH:38], predict the reaction product. The product is: [C:1]([C:3]1[CH:22]=[CH:21][C:6]([C:7]([NH:23][CH2:24][C@H:25]2[O:29][C@@H:28]([N:30]3[CH:37]=[CH:36][C:34](=[O:35])[NH:33][C:31]3=[O:32])[CH2:27][C@@H:26]2[OH:38])([C:14]2[CH:19]=[CH:18][CH:17]=[CH:16][CH:15]=2)[C:8]2[CH:13]=[CH:12][CH:11]=[CH:10][CH:9]=2)=[CH:5][CH:4]=1)#[N:2].